This data is from Full USPTO retrosynthesis dataset with 1.9M reactions from patents (1976-2016). The task is: Predict the reactants needed to synthesize the given product. (1) Given the product [CH3:12][N:4]1[CH:5]=[C:6]([CH2:7][C:8]([O:10][CH3:11])=[O:9])[C:2]([O:1][CH2:14][C:15]2[CH:20]=[N:19][C:18]([O:21][CH2:22][C:23]3[N:24]=[C:25]([C:28]4[CH:33]=[CH:32][CH:31]=[CH:30][CH:29]=4)[S:26][CH:27]=3)=[CH:17][CH:16]=2)=[N:3]1, predict the reactants needed to synthesize it. The reactants are: [OH:1][C:2]1[C:6]([CH2:7][C:8]([O:10][CH3:11])=[O:9])=[CH:5][N:4]([CH3:12])[N:3]=1.Cl[CH2:14][C:15]1[CH:16]=[CH:17][C:18]([O:21][CH2:22][C:23]2[N:24]=[C:25]([C:28]3[CH:33]=[CH:32][CH:31]=[CH:30][CH:29]=3)[S:26][CH:27]=2)=[N:19][CH:20]=1.C(=O)([O-])[O-].[K+].[K+].CN(C)C=O. (2) Given the product [Cl:1][C:2]1[C:17]([C:18]([F:20])([F:21])[F:19])=[C:16]([CH2:22][C:23]2[CH:24]=[CH:25][C:26]([N:29]3[CH:33]=[CH:32][CH:31]=[N:30]3)=[CH:27][CH:28]=2)[CH:15]=[C:4]2[C:3]=1[CH:34]([OH:38])[N:7]([C@@H:8]1[CH2:13][CH2:12][CH2:11][CH2:10][C@H:9]1[OH:14])[C:5]2=[O:6], predict the reactants needed to synthesize it. The reactants are: [Cl:1][C:2]1[C:3]([CH:34]=C)=[C:4]([CH:15]=[C:16]([CH2:22][C:23]2[CH:28]=[CH:27][C:26]([N:29]3[CH:33]=[CH:32][CH:31]=[N:30]3)=[CH:25][CH:24]=2)[C:17]=1[C:18]([F:21])([F:20])[F:19])[C:5]([NH:7][C@@H:8]1[CH2:13][CH2:12][CH2:11][CH2:10][C@H:9]1[OH:14])=[O:6].CC(C)=[O:38].C(#N)C.I([O-])(=O)(=O)=O.[Na+]. (3) Given the product [O:14]=[C:8]1[O:7][CH2:6][C@@H:5]2[CH2:15][CH2:16][CH2:17][N:4]2[C:3](=[O:18])[C@H:2]([NH:1][C:26](=[O:28])[CH3:27])[CH2:13][CH:12]=[CH:11][CH2:10][CH2:9]1, predict the reactants needed to synthesize it. The reactants are: [NH2:1][C@@H:2]1[CH2:13][CH:12]=[CH:11][CH2:10][CH2:9][C:8](=[O:14])[O:7][CH2:6][C@@H:5]2[CH2:15][CH2:16][CH2:17][N:4]2[C:3]1=[O:18].C(N(CC)CC)C.[C:26](OC(=O)C)(=[O:28])[CH3:27]. (4) Given the product [Si:1]([O:18][CH2:19][C@@H:20]1[C@H:27]2[O:26][C:25]([CH3:29])([CH3:28])[O:24][C@H:23]2[CH:22]([C:30](=[CH:38][N:39]([CH3:41])[CH3:40])[C:31]#[N:32])[O:21]1)([C:14]([CH3:17])([CH3:16])[CH3:15])([C:2]1[CH:7]=[CH:6][CH:5]=[CH:4][CH:3]=1)[C:8]1[CH:9]=[CH:10][CH:11]=[CH:12][CH:13]=1, predict the reactants needed to synthesize it. The reactants are: [Si:1]([O:18][CH2:19][C@@H:20]1[C@@H:27]2[C@@H:23]([O:24][C:25]([CH3:29])([CH3:28])[O:26]2)[CH:22]([CH2:30][C:31]#[N:32])[O:21]1)([C:14]([CH3:17])([CH3:16])[CH3:15])([C:8]1[CH:13]=[CH:12][CH:11]=[CH:10][CH:9]=1)[C:2]1[CH:7]=[CH:6][CH:5]=[CH:4][CH:3]=1.C(O[CH:38](N(C)C)[N:39]([CH3:41])[CH3:40])(C)(C)C.